Predict the reactants needed to synthesize the given product. From a dataset of Full USPTO retrosynthesis dataset with 1.9M reactions from patents (1976-2016). (1) Given the product [F:8][C:4]1[C:3]([N+:9]([O-:11])=[O:10])=[C:2]([CH:7]=[CH:6][CH:5]=1)[N:25]([CH2:26][CH:27]([CH3:29])[CH3:28])[CH2:21][CH:22]([CH3:24])[CH3:23], predict the reactants needed to synthesize it. The reactants are: F[C:2]1[CH:7]=[CH:6][CH:5]=[C:4]([F:8])[C:3]=1[N+:9]([O-:11])=[O:10].CCN(C(C)C)C(C)C.[CH2:21]([NH:25][CH2:26][CH:27]([CH3:29])[CH3:28])[CH:22]([CH3:24])[CH3:23].CC(O)=O. (2) Given the product [C:42]([C:2]1[CH:7]=[CH:6][C:5]([NH:8][C:9]2[C:14]([C:15]([F:17])([F:18])[F:16])=[CH:13][N:12]=[C:11]([NH:19][C:20]3[CH:34]=[CH:33][C:23]([CH2:24][P:25](=[O:32])([O:26][CH2:27][CH3:28])[O:29][CH2:30][CH3:31])=[CH:22][C:21]=3[O:35][CH3:36])[N:10]=2)=[C:4]([C:37](=[O:40])[NH:38][CH3:39])[CH:3]=1)#[N:43], predict the reactants needed to synthesize it. The reactants are: F[C:2]1[CH:7]=[CH:6][C:5]([NH:8][C:9]2[C:14]([C:15]([F:18])([F:17])[F:16])=[CH:13][N:12]=[C:11]([NH:19][C:20]3[CH:34]=[CH:33][C:23]([CH2:24][P:25](=[O:32])([O:29][CH2:30][CH3:31])[O:26][CH2:27][CH3:28])=[CH:22][C:21]=3[O:35][CH3:36])[N:10]=2)=[C:4]([C:37](=[O:40])[NH:38][CH3:39])[CH:3]=1.Cl[C:42]1C(C(F)(F)F)=CN=C(NC2C=CC(CP(=O)([O-])[O-])=CC=2OC)[N:43]=1.NC1C=CC(C#N)=CC=1C(NC)=O. (3) Given the product [CH3:32][N:33]1[CH:37]=[C:36]([S:38]([N:18]2[CH2:19][CH2:20][CH2:21][CH:16]([N:13]3[C:14]4[CH:15]=[C:7]([C:1]5[CH:2]=[CH:3][CH:4]=[CH:5][CH:6]=5)[CH:8]=[C:9]([C:22]([NH2:24])=[O:23])[C:10]=4[CH:11]=[N:12]3)[CH2:17]2)(=[O:40])=[O:39])[N:35]=[CH:34]1, predict the reactants needed to synthesize it. The reactants are: [C:1]1([C:7]2[CH:8]=[C:9]([C:22]([NH2:24])=[O:23])[C:10]3[CH:11]=[N:12][N:13]([CH:16]4[CH2:21][CH2:20][CH2:19][NH:18][CH2:17]4)[C:14]=3[CH:15]=2)[CH:6]=[CH:5][CH:4]=[CH:3][CH:2]=1.C(N(CC)CC)C.[CH3:32][N:33]1[CH:37]=[C:36]([S:38](Cl)(=[O:40])=[O:39])[N:35]=[CH:34]1. (4) Given the product [CH2:1]([O:5][C:6]([N:8]1[CH2:13][CH2:12][N:11]([C:14](=[O:43])[CH2:15][NH:16][C:17]([C:19]2[CH:23]=[C:22]([O:24][C@@H:25]([C:27]([OH:29])=[O:28])[CH3:26])[N:21]([C:37]3[CH:38]=[CH:39][CH:40]=[CH:41][CH:42]=3)[N:20]=2)=[O:18])[CH2:10][CH2:9]1)=[O:7])[CH2:2][CH2:3][CH3:4], predict the reactants needed to synthesize it. The reactants are: [CH2:1]([O:5][C:6]([N:8]1[CH2:13][CH2:12][N:11]([C:14](=[O:43])[CH2:15][NH:16][C:17]([C:19]2[CH:23]=[C:22]([O:24][C@@H:25]([C:27]([O:29]CC3C=CC=CC=3)=[O:28])[CH3:26])[N:21]([C:37]3[CH:42]=[CH:41][CH:40]=[CH:39][CH:38]=3)[N:20]=2)=[O:18])[CH2:10][CH2:9]1)=[O:7])[CH2:2][CH2:3][CH3:4]. (5) The reactants are: [C:1]([C:5]([NH:7][C:8]1[CH:13]=[CH:12][C:11]([C:14]2[CH:15]=[CH:16][C:17]3[N:18]([C:20]([C:23]4[CH:28]=[CH:27][CH:26]=[CH:25][C:24]=4[O:29][CH3:30])=[N:21][N:22]=3)[CH:19]=2)=[CH:10][CH:9]=1)=[O:6])([CH3:4])([CH3:3])[CH3:2].[H-].[Na+].I[CH3:34]. Given the product [CH3:34][N:7]([C:5]([C:1]([CH3:4])([CH3:2])[CH3:3])=[O:6])[C:8]1[CH:9]=[CH:10][C:11]([C:14]2[CH:15]=[CH:16][C:17]3[N:18]([C:20]([C:23]4[CH:28]=[CH:27][CH:26]=[CH:25][C:24]=4[O:29][CH3:30])=[N:21][N:22]=3)[CH:19]=2)=[CH:12][CH:13]=1, predict the reactants needed to synthesize it.